This data is from Reaction yield outcomes from USPTO patents with 853,638 reactions. The task is: Predict the reaction yield, written as a fraction of the theoretical maximum amount of product (1.0 means a 100% yield; for example, 0.34 means a 34% yield). (1) The reactants are [OH:1][C:2]1[C:3]([C:12]([NH:14][C:15]2[CH:20]=[C:19]([C:21]([F:24])([F:23])[F:22])[CH:18]=[C:17]([C:25]([F:28])([F:27])[F:26])[CH:16]=2)=[O:13])=[CH:4][C:5]2[C:10]([CH:11]=1)=[CH:9][CH:8]=[CH:7][CH:6]=2.[N:29]1([C:35](Cl)=[O:36])[CH2:34][CH2:33][O:32][CH2:31][CH2:30]1. No catalyst specified. The product is [O:32]1[CH2:33][CH2:34][N:29]([C:35]([O:1][C:2]2[C:3]([C:12]([NH:14][C:15]3[CH:16]=[C:17]([C:25]([F:26])([F:27])[F:28])[CH:18]=[C:19]([C:21]([F:22])([F:23])[F:24])[CH:20]=3)=[O:13])=[CH:4][C:5]3[C:10]([CH:11]=2)=[CH:9][CH:8]=[CH:7][CH:6]=3)=[O:36])[CH2:30][CH2:31]1. The yield is 0.812. (2) The reactants are [NH2:1][C:2]1[CH:7]=[C:6]([C:8]#[N:9])[C:5]([C:10]#[N:11])=[CH:4][C:3]=1[NH2:12].[CH:13](=O)[C:14]1[CH:19]=[CH:18][CH:17]=[CH:16][CH:15]=1.O=O.[CH2:23]1[CH2:33]CN2C(=NCCC2)C[CH2:24]1.ICCC. The catalyst is CN1C(=O)CCC1.C(OCC)(=O)C. The product is [C:10]([C:5]1[C:6]([C:8]#[N:9])=[CH:7][C:2]2[N:1]([CH2:24][CH2:23][CH3:33])[C:13]([C:14]3[CH:19]=[CH:18][CH:17]=[CH:16][CH:15]=3)=[N:12][C:3]=2[CH:4]=1)#[N:11]. The yield is 0.440. (3) The reactants are [Br:1][C:2]1[CH:7]=[CH:6][C:5]([C:8]([CH3:13])([CH3:12])[C:9]([OH:11])=O)=[CH:4][CH:3]=1.C(Cl)(=O)C(Cl)=O.[NH:20]1[CH:24]=[CH:23]N=N1.C(=O)([O-])[O-].[K+].[K+]. The catalyst is ClCCl.C(OCC)(=O)C.CN(C)C=O. The product is [Br:1][C:2]1[CH:3]=[CH:4][C:5]([C:8]([C:9]2[O:11][CH:23]=[CH:24][N:20]=2)([CH3:13])[CH3:12])=[CH:6][CH:7]=1. The yield is 0.430. (4) The reactants are [N:1]1([C:7]2[CH:12]=[CH:11][C:10]([NH2:13])=[CH:9][CH:8]=2)[CH2:6][CH2:5][O:4][CH2:3][CH2:2]1.[CH:14]([N:17]1[CH2:22][CH2:21][N:20]([C:23]2[CH:24]=[C:25]([O:36][CH3:37])[CH:26]=[C:27]3[C:32]=2[O:31][CH:30]([C:33](O)=[O:34])[CH2:29][CH2:28]3)[CH2:19][CH2:18]1)([CH3:16])[CH3:15]. No catalyst specified. The product is [CH:14]([N:17]1[CH2:22][CH2:21][N:20]([C:23]2[CH:24]=[C:25]([O:36][CH3:37])[CH:26]=[C:27]3[C:32]=2[O:31][CH:30]([C:33]([NH:13][C:10]2[CH:9]=[CH:8][C:7]([N:1]4[CH2:2][CH2:3][O:4][CH2:5][CH2:6]4)=[CH:12][CH:11]=2)=[O:34])[CH2:29][CH2:28]3)[CH2:19][CH2:18]1)([CH3:16])[CH3:15]. The yield is 0.290. (5) The reactants are [NH2:1][C:2]1[C:7]([C:8]([O:10]C)=O)=[CH:6][N:5]=[CH:4][C:3]=1[CH3:12].[CH3:13][NH2:14]. No catalyst specified. The product is [NH2:1][C:2]1[C:7]([C:8]([NH:14][CH3:13])=[O:10])=[CH:6][N:5]=[CH:4][C:3]=1[CH3:12]. The yield is 0.910. (6) The reactants are [NH2:1][C:2]1[C:3]2[C:10]([CH3:11])=[CH:9][N:8]([CH:12]([C:14]3[CH:21]=[C:20]([Cl:22])[C:17]([C:18]#[N:19])=[C:16]([CH:23]4[CH2:26][NH:25][CH2:24]4)[C:15]=3[O:27][CH2:28][CH3:29])[CH3:13])[C:4]=2[N:5]=[CH:6][N:7]=1.[CH3:30][C:31]([CH3:33])=O. No catalyst specified. The product is [NH2:1][C:2]1[C:3]2[C:10]([CH3:11])=[CH:9][N:8]([CH:12]([C:14]3[CH:21]=[C:20]([Cl:22])[C:17]([C:18]#[N:19])=[C:16]([CH:23]4[CH2:24][N:25]([CH:31]([CH3:33])[CH3:30])[CH2:26]4)[C:15]=3[O:27][CH2:28][CH3:29])[CH3:13])[C:4]=2[N:5]=[CH:6][N:7]=1. The yield is 0.650.